From a dataset of CYP1A2 inhibition data for predicting drug metabolism from PubChem BioAssay. Regression/Classification. Given a drug SMILES string, predict its absorption, distribution, metabolism, or excretion properties. Task type varies by dataset: regression for continuous measurements (e.g., permeability, clearance, half-life) or binary classification for categorical outcomes (e.g., BBB penetration, CYP inhibition). Dataset: cyp1a2_veith. (1) The compound is O=C(NNC(=O)c1sc2ccccc2c1Cl)Nc1ccc(Cl)cc1. The result is 1 (inhibitor). (2) The compound is CCOc1ncccc1C(=O)OCC(=O)Nc1cc(C)ccc1C. The result is 1 (inhibitor). (3) The drug is O=C(NNC(=O)C1CC(c2cccnc2)=NO1)Nc1cccc(F)c1. The result is 1 (inhibitor). (4) The result is 1 (inhibitor). The drug is Cn1c(=S)c2[nH]c(SCCCc3ccccc3)nc2n(C)c1=O.